Dataset: Reaction yield outcomes from USPTO patents with 853,638 reactions. Task: Predict the reaction yield, written as a fraction of the theoretical maximum amount of product (1.0 means a 100% yield; for example, 0.34 means a 34% yield). (1) The reactants are [NH2:1][C:2]1[C:11]2[CH:10]=[CH:9][C:8]([F:12])=[C:7](Br)[C:6]=2[N:5]=[C:4]2[CH2:14][N:15]([CH3:18])[C:16](=[O:17])[C:3]=12.[F:19][C:20]1[CH:25]=[CH:24][CH:23]=[C:22]([O:26][CH3:27])[C:21]=1B(O)O. No catalyst specified. The product is [NH2:1][C:2]1[C:11]2[CH:10]=[CH:9][C:8]([F:12])=[C:7]([C:21]3[C:22]([O:26][CH3:27])=[CH:23][CH:24]=[CH:25][C:20]=3[F:19])[C:6]=2[N:5]=[C:4]2[CH2:14][N:15]([CH3:18])[C:16](=[O:17])[C:3]=12. The yield is 0.0850. (2) The reactants are [Br:1]C1C=C(C2C=CC(C(OCC)=O)=CC=2)C=CC=1O.[H-].[Na+].C(OCCBr)(=O)C.[C:29]([O:32][CH2:33][CH2:34][O:35][C:36]1[CH:41]=[CH:40][C:39]([C:42]2[CH:47]=[CH:46][C:45]([C:48]([O:50][CH2:51][CH3:52])=[O:49])=[CH:44][CH:43]=2)=[CH:38][C:37]=1Br)(=[O:31])[CH3:30]. No catalyst specified. The product is [C:29]([O:32][CH2:33][CH2:34][O:35][C:36]1[CH:41]=[CH:40][C:39]([C:42]2[CH:47]=[CH:46][C:45]([C:48]([O:50][CH2:51][CH3:52])=[O:49])=[C:44]([Br:1])[CH:43]=2)=[CH:38][CH:37]=1)(=[O:31])[CH3:30]. The yield is 0.950. (3) The reactants are [C:1]([C:3]1[C:4]([CH:19]([C:23]2[CH:28]=[CH:27][C:26]([Cl:29])=[C:25]([Cl:30])[CH:24]=2)[CH2:20][CH:21]=O)=[C:5]([C:14]([O:16][CH2:17][CH3:18])=[O:15])[S:6][C:7]=1[N:8]1[CH2:13][CH2:12][O:11][CH2:10][CH2:9]1)#[N:2].Cl.[CH3:32][NH:33][CH3:34].C([O-])(=O)C.[Na+].C([BH3-])#N.[Na+].C([O-])(O)=O.[Na+]. The catalyst is CO.CCOC(C)=O. The product is [C:1]([C:3]1[C:4]([CH:19]([C:23]2[CH:28]=[CH:27][C:26]([Cl:29])=[C:25]([Cl:30])[CH:24]=2)[CH2:20][CH2:21][N:33]([CH3:34])[CH3:32])=[C:5]([C:14]([O:16][CH2:17][CH3:18])=[O:15])[S:6][C:7]=1[N:8]1[CH2:9][CH2:10][O:11][CH2:12][CH2:13]1)#[N:2]. The yield is 0.718. (4) The reactants are C(O[C:6]([N:8]1[CH2:12][CH2:11][C@H:10]([NH:13][C:14]2[C:15]3[CH2:23][N:22]([C:24]4[CH:25]=[N:26][C:27]([O:34][CH3:35])=[C:28]([C:30]([F:33])([F:32])[F:31])[CH:29]=4)[CH2:21][CH2:20][C:16]=3[N:17]=[CH:18][N:19]=2)[CH2:9]1)=[O:7])(C)(C)C.[CH2:36](N(CC)CC)[CH3:37].C(Cl)(=O)CC. The catalyst is Cl. The product is [CH3:35][O:34][C:27]1[N:26]=[CH:25][C:24]([N:22]2[CH2:21][CH2:20][C:16]3[N:17]=[CH:18][N:19]=[C:14]([NH:13][C@H:10]4[CH2:11][CH2:12][N:8]([C:6](=[O:7])[CH2:36][CH3:37])[CH2:9]4)[C:15]=3[CH2:23]2)=[CH:29][C:28]=1[C:30]([F:33])([F:31])[F:32]. The yield is 0.650. (5) The reactants are [F:1][C:2]([F:12])([CH:6]([OH:11])[CH2:7][CH:8]([CH3:10])[CH3:9])[C:3]([OH:5])=[O:4].[CH3:13][O:14][CH2:15][CH2:16]O.C1C=CC=CC=1. The catalyst is O.C1(C)C=CC(S(O)(=O)=O)=CC=1.O. The product is [F:1][C:2]([F:12])([CH:6]([OH:11])[CH2:7][CH:8]([CH3:10])[CH3:9])[C:3]([O:5][CH2:16][CH2:15][O:14][CH3:13])=[O:4]. The yield is 0.730. (6) The reactants are [NH2:1][C:2]1[C:27]([O:28][C:29]2[CH:34]=[CH:33][C:32]([F:35])=[CH:31][CH:30]=2)=[CH:26][CH:25]=[CH:24][C:3]=1[C:4]([NH:6][CH2:7][C:8]1([OH:23])[CH2:13][CH2:12][N:11]([C:14](=[O:22])[C:15]2[CH:20]=[CH:19][C:18]([F:21])=[CH:17][CH:16]=2)[CH2:10][CH2:9]1)=[O:5].[CH:36](OC)(OC)OC. No catalyst specified. The product is [F:21][C:18]1[CH:17]=[CH:16][C:15]([C:14]([N:11]2[CH2:12][CH2:13][C:8]([CH2:7][N:6]3[C:4](=[O:5])[C:3]4[C:2](=[C:27]([O:28][C:29]5[CH:30]=[CH:31][C:32]([F:35])=[CH:33][CH:34]=5)[CH:26]=[CH:25][CH:24]=4)[N:1]=[CH:36]3)([OH:23])[CH2:9][CH2:10]2)=[O:22])=[CH:20][CH:19]=1. The yield is 0.210. (7) The reactants are [C:1]([O:5][C:6]([N:8]1[CH2:12][CH2:11][C@@H:10]([C:13]([N:15]([C:17]2[CH:22]=[CH:21][C:20]([F:23])=[CH:19][N:18]=2)N)=O)[CH2:9]1)=[O:7])([CH3:4])([CH3:3])[CH3:2].C1C=CC(P(C2C=CC=CC=2)C2C=CC=CC=2)=CC=1.CC[N:45](CC)CC.ClC(Cl)(Cl)C(Cl)(Cl)Cl.CC(OC(OC(OC(C)(C)C)=O)=O)(C)C. The catalyst is C1COCC1.C(Cl)Cl.CO.O. The product is [C:1]([O:5][C:6]([N:8]1[CH2:12][CH2:11][C@@H:10]([C:13]2[N:15]3[CH:19]=[C:20]([F:23])[CH:21]=[CH:22][C:17]3=[N:18][N:45]=2)[CH2:9]1)=[O:7])([CH3:4])([CH3:3])[CH3:2]. The yield is 0.730.